Regression. Given two drug SMILES strings and cell line genomic features, predict the synergy score measuring deviation from expected non-interaction effect. From a dataset of NCI-60 drug combinations with 297,098 pairs across 59 cell lines. (1) Drug 2: CN(CC1=CN=C2C(=N1)C(=NC(=N2)N)N)C3=CC=C(C=C3)C(=O)NC(CCC(=O)O)C(=O)O. Drug 1: C1=CC(=CC=C1CCCC(=O)O)N(CCCl)CCCl. Cell line: HL-60(TB). Synergy scores: CSS=77.6, Synergy_ZIP=0.621, Synergy_Bliss=-0.361, Synergy_Loewe=-14.6, Synergy_HSA=-0.781. (2) Drug 1: C1CCN(CC1)CCOC2=CC=C(C=C2)C(=O)C3=C(SC4=C3C=CC(=C4)O)C5=CC=C(C=C5)O. Drug 2: C1=NC2=C(N=C(N=C2N1C3C(C(C(O3)CO)O)O)F)N. Cell line: OVCAR-4. Synergy scores: CSS=-3.38, Synergy_ZIP=1.15, Synergy_Bliss=-3.25, Synergy_Loewe=-7.45, Synergy_HSA=-6.20. (3) Drug 1: C1=C(C(=O)NC(=O)N1)F. Drug 2: CCN(CC)CCCC(C)NC1=C2C=C(C=CC2=NC3=C1C=CC(=C3)Cl)OC. Cell line: SK-MEL-28. Synergy scores: CSS=45.3, Synergy_ZIP=10.5, Synergy_Bliss=11.0, Synergy_Loewe=12.6, Synergy_HSA=13.8. (4) Drug 1: C1C(C(OC1N2C=C(C(=O)NC2=O)F)CO)O. Drug 2: CNC(=O)C1=NC=CC(=C1)OC2=CC=C(C=C2)NC(=O)NC3=CC(=C(C=C3)Cl)C(F)(F)F. Cell line: ACHN. Synergy scores: CSS=8.54, Synergy_ZIP=-0.170, Synergy_Bliss=3.91, Synergy_Loewe=-10.8, Synergy_HSA=0.907. (5) Drug 1: CS(=O)(=O)C1=CC(=C(C=C1)C(=O)NC2=CC(=C(C=C2)Cl)C3=CC=CC=N3)Cl. Drug 2: CC1=C(C=C(C=C1)NC2=NC=CC(=N2)N(C)C3=CC4=NN(C(=C4C=C3)C)C)S(=O)(=O)N.Cl. Cell line: OVCAR-5. Synergy scores: CSS=22.7, Synergy_ZIP=3.57, Synergy_Bliss=7.01, Synergy_Loewe=2.94, Synergy_HSA=4.93. (6) Drug 1: C1CN1P(=S)(N2CC2)N3CC3. Drug 2: C1C(C(OC1N2C=NC(=NC2=O)N)CO)O. Cell line: UACC62. Synergy scores: CSS=30.4, Synergy_ZIP=-3.93, Synergy_Bliss=4.30, Synergy_Loewe=2.71, Synergy_HSA=3.95. (7) Drug 1: C1CCC(C1)C(CC#N)N2C=C(C=N2)C3=C4C=CNC4=NC=N3. Drug 2: C1=C(C(=O)NC(=O)N1)F. Cell line: UACC62. Synergy scores: CSS=37.5, Synergy_ZIP=-0.798, Synergy_Bliss=-8.97, Synergy_Loewe=-18.3, Synergy_HSA=-15.3.